Dataset: CYP2C9 inhibition data for predicting drug metabolism from PubChem BioAssay. Task: Regression/Classification. Given a drug SMILES string, predict its absorption, distribution, metabolism, or excretion properties. Task type varies by dataset: regression for continuous measurements (e.g., permeability, clearance, half-life) or binary classification for categorical outcomes (e.g., BBB penetration, CYP inhibition). Dataset: cyp2c9_veith. (1) The compound is C[C@@](N)(C(=O)O)c1ccc(S(=O)(=O)O)cc1. The result is 0 (non-inhibitor). (2) The compound is CCOC(=O)c1ccc(NC(=O)Nc2ccc3c4c(cccc24)C(=O)N3CC)cc1. The result is 1 (inhibitor). (3) The drug is C1=Cc2ccccc2C1.C=C(C)c1ccccc1.[N-]=[N+]=Nc1ccccc1. The result is 0 (non-inhibitor). (4) The drug is COc1ccc(CCNc2ccncn2)cc1.Cl. The result is 1 (inhibitor). (5) The result is 0 (non-inhibitor). The drug is C=C(Br)CN(C)CC(=C)Br. (6) The drug is Cn1c(=O)n(-c2ccc(Cl)cc2)c(=O)c2c3c(sc21)COC(C)(C)C3. The result is 1 (inhibitor). (7) The compound is CCCS(=O)(=O)N1CCCC(C(=O)N2CCC3(CC2)OCCO3)C1. The result is 0 (non-inhibitor). (8) The drug is CCCSc1nc(NCc2ccco2)c2c3c(sc2n1)COC(C)(C)C3. The result is 1 (inhibitor). (9) The compound is Cc1cccc(CNc2ncncc2-c2ccc(C(=O)N(C)C)cc2)c1. The result is 0 (non-inhibitor). (10) The compound is Cc1ccc(C(=O)Nc2ccccc2-c2ccccc2)cc1S(=O)(=O)Nc1cccc(C)c1C. The result is 1 (inhibitor).